Task: Predict the product of the given reaction.. Dataset: Forward reaction prediction with 1.9M reactions from USPTO patents (1976-2016) (1) Given the reactants [C:1]([O:5][C:6]([N:8]([C:16]1[C:21]([C:22]#[C:23][Si](C)(C)C)=[N:20][C:19]([C:28]2[CH:33]=[CH:32][C:31](=[O:34])[N:30]([CH:35]3[CH2:39][CH2:38][CH2:37][CH2:36]3)[CH:29]=2)=[CH:18][N:17]=1)[C:9](=[O:15])[O:10][C:11]([CH3:14])([CH3:13])[CH3:12])=[O:7])([CH3:4])([CH3:3])[CH3:2].C(=O)([O-])[O-].[Na+].[Na+].O, predict the reaction product. The product is: [C:1]([O:5][C:6]([N:8]([C:16]1[C:21]([C:22]#[CH:23])=[N:20][C:19]([C:28]2[CH:33]=[CH:32][C:31](=[O:34])[N:30]([CH:35]3[CH2:36][CH2:37][CH2:38][CH2:39]3)[CH:29]=2)=[CH:18][N:17]=1)[C:9](=[O:15])[O:10][C:11]([CH3:13])([CH3:14])[CH3:12])=[O:7])([CH3:2])([CH3:3])[CH3:4]. (2) Given the reactants [OH:1][C:2]1[C:11](=[O:12])[C:10]2[C:5](=[CH:6][C:7](OS(C(F)(F)F)(=O)=O)=[CH:8][C:9]=2[OH:13])[O:4][C:3]=1[C:22]1[CH:27]=[CH:26][CH:25]=[CH:24][CH:23]=1.[NH:28]1[CH2:33][CH2:32][O:31][CH2:30][CH2:29]1.C1(C2C=CC=CC=2)C=CC=CC=1P(C(C)(C)C)C(C)(C)C.[O-]P([O-])([O-])=O.[K+].[K+].[K+], predict the reaction product. The product is: [OH:1][C:2]1[C:11](=[O:12])[C:10]2[C:5](=[CH:6][C:7]([N:28]3[CH2:33][CH2:32][O:31][CH2:30][CH2:29]3)=[CH:8][C:9]=2[OH:13])[O:4][C:3]=1[C:22]1[CH:23]=[CH:24][CH:25]=[CH:26][CH:27]=1. (3) Given the reactants C[Si](C)(C)CCOC[N:7]1[C:11]2=[N:12][CH:13]=[CH:14][CH:15]=[C:10]2[CH:9]=[CH:8]1.[Cl-].[NH4+:19].CCCC[N+:24]([CH2:33][CH2:34][CH2:35][CH3:36])([CH2:29]CCC)CCCC.[F-:37].[CH2:38](N)[CH2:39]N.[CH2:42]1[CH2:46][O:45][CH2:44][CH2:43]1, predict the reaction product. The product is: [F:37][C:38]1[CH:39]=[C:44]([NH2:19])[CH:43]=[CH:42][C:46]=1[O:45][C:15]1[CH:14]=[CH:13][N:12]=[C:11]2[NH:7][CH:8]=[C:9]([C:35]3[CH:36]=[CH:29][N:24]=[CH:33][CH:34]=3)[C:10]=12. (4) Given the reactants [Br:1][C:2]1[CH:7]=[CH:6][C:5]([CH2:8][C:9]#N)=[C:4]([CH3:11])[CH:3]=1.[CH3:12]C(C)([O-])C.[K+].IC.CC(O)=O.C[N:25]([CH:27]=O)C, predict the reaction product. The product is: [Br:1][C:2]1[CH:7]=[CH:6][C:5]([C:8]([CH3:12])([CH3:9])[C:27]#[N:25])=[C:4]([CH3:11])[CH:3]=1.